This data is from Reaction yield outcomes from USPTO patents with 853,638 reactions. The task is: Predict the reaction yield, written as a fraction of the theoretical maximum amount of product (1.0 means a 100% yield; for example, 0.34 means a 34% yield). (1) The product is [CH3:22][C:15]1([CH3:23])[CH2:16][CH2:17][C:18](=[O:19])[N:14]1[C:11]1[S:12][CH:13]=[C:9]([C:6]2[CH:7]=[CH:8][C:3]([C:1]#[N:2])=[CH:4][CH:5]=2)[N:10]=1. The catalyst is O1CCCC1. The yield is 0.970. The reactants are [C:1]([C:3]1[CH:8]=[CH:7][C:6]([C:9]2[N:10]=[C:11]([NH:14][C:15]([CH3:23])([CH3:22])[CH2:16][CH2:17][C:18](OC)=[O:19])[S:12][CH:13]=2)=[CH:5][CH:4]=1)#[N:2].C[Si]([N-][Si](C)(C)C)(C)C.[Na+]. (2) The reactants are Cl.[NH2:2][C@H:3]1[CH2:8][CH2:7][C@H:6]([OH:9])[CH2:5][CH2:4]1.[CH2:10](Br)[C:11]1[CH:16]=[CH:15][CH:14]=[CH:13][CH:12]=1.C(=O)([O-])[O-].[K+].[K+]. The catalyst is C(#N)C. The product is [CH2:8]1[CH:3]([N:2]([CH2:10][C:11]2[CH:16]=[CH:15][CH:14]=[CH:13][CH:12]=2)[CH2:10][C:11]2[CH:16]=[CH:15][CH:14]=[CH:13][CH:12]=2)[CH2:4][CH2:5][CH:6]([OH:9])[CH2:7]1. The yield is 0.390. (3) The yield is 0.610. The reactants are [CH2:1]([N:8](C)[CH:9]1[CH:14]2[CH2:15][CH2:16][CH:10]1[CH2:11][N:12]([CH2:17][C@H:18]([NH:29][C:30](=[O:36])[O:31][C:32]([CH3:35])([CH3:34])[CH3:33])[CH2:19][O:20][C:21]1[CH:26]=[CH:25][C:24]([C:27]#[N:28])=[CH:23][CH:22]=1)[CH2:13]2)C1C=CC=CC=1.Cl. The catalyst is [Pd].CO. The product is [C:27]([C:24]1[CH:23]=[CH:22][C:21]([O:20][CH2:19][C@@H:18]([NH:29][C:30](=[O:36])[O:31][C:32]([CH3:35])([CH3:33])[CH3:34])[CH2:17][N:12]2[CH2:13][CH:14]3[CH:9]([NH:8][CH3:1])[CH:10]([CH2:16][CH2:15]3)[CH2:11]2)=[CH:26][CH:25]=1)#[N:28]. (4) The reactants are [N:1]1([C:7]([O:9][C:10]([CH3:13])([CH3:12])[CH3:11])=[O:8])[CH2:6][CH2:5][NH:4][CH2:3][CH2:2]1.[H-].[Na+].Cl[C:17]1[CH:22]=[CH:21][C:20]([N+:23]([O-:25])=[O:24])=[CH:19][N:18]=1. The catalyst is C1COCC1. The product is [N+:23]([C:20]1[CH:21]=[CH:22][C:17]([N:4]2[CH2:5][CH2:6][N:1]([C:7]([O:9][C:10]([CH3:13])([CH3:12])[CH3:11])=[O:8])[CH2:2][CH2:3]2)=[N:18][CH:19]=1)([O-:25])=[O:24]. The yield is 0.830. (5) The reactants are [C:1]([O:5][C:6]([NH:8][CH2:9][CH2:10][CH2:11][CH2:12][CH2:13][NH2:14])=[O:7])([CH3:4])([CH3:3])[CH3:2].C(N(CC)CC)C.[Cl:22][CH2:23][CH2:24][S:25](Cl)(=[O:27])=[O:26]. The catalyst is ClCCl. The product is [C:1]([O:5][C:6]([NH:8][CH2:9][CH2:10][CH2:11][CH2:12][CH2:13][NH:14][S:25]([CH2:24][CH2:23][Cl:22])(=[O:27])=[O:26])=[O:7])([CH3:4])([CH3:3])[CH3:2]. The yield is 1.00. (6) The reactants are [CH3:1][O:2][C:3]1[N:8]=[CH:7][C:6]([OH:9])=[CH:5][CH:4]=1.C([Mg]Cl)(C)C.[F:15][C:16]1[CH:17]=[C:18]2[C:22](=[CH:23][CH:24]=1)[N:21]([CH2:25][C:26]1[O:27][C:28]([C:31]([F:34])([F:33])[F:32])=[CH:29][CH:30]=1)[C:20](=[O:35])[C:19]2=O.[O:37]1CCC[CH2:38]1. No catalyst specified. The product is [F:15][C:16]1[CH:17]=[C:18]2[C:22](=[CH:23][CH:24]=1)[N:21]([CH2:25][C:26]1[O:27][C:28]([C:31]([F:32])([F:34])[F:33])=[CH:29][CH:30]=1)[C:20](=[O:35])[C:19]2([C:7]1[C:6]([OH:9])=[CH:5][CH:4]=[C:3]([O:2][CH3:1])[N:8]=1)[CH2:38][OH:37]. The yield is 0.840. (7) The reactants are [NH:1]1[C:9]2[C:4](=[CH:5][CH:6]=[CH:7][CH:8]=2)[CH2:3][C:2]1=[O:10].[O:11]1[CH2:13][CH:12]1[CH2:14][N:15]1[CH2:24][CH2:23][C:22]2[C:17](=[CH:18][CH:19]=[CH:20][CH:21]=2)[CH2:16]1. The catalyst is C(O)C. The product is [CH2:16]1[C:17]2[C:22](=[CH:21][CH:20]=[CH:19][CH:18]=2)[CH2:23][CH2:24][N:15]1[CH2:14][CH:12]([OH:11])[CH2:13][N:1]1[C:9]2[C:4](=[CH:5][CH:6]=[CH:7][CH:8]=2)[CH2:3][C:2]1=[O:10]. The yield is 0.330. (8) The reactants are [Cl:1][C:2]1[CH:3]=[CH:4][C:5]([O:15][CH2:16][C:17]2[CH:22]=[CH:21][CH:20]=[C:19]([F:23])[C:18]=2[F:24])=[C:6]([C:8](=O)[CH2:9][CH2:10][C:11](=O)[CH3:12])[CH:7]=1.[NH2:25][C:26]1[CH:27]=[C:28]([CH:32]=[C:33]([Br:35])[CH:34]=1)[C:29]([OH:31])=[O:30].CC1C=CC(S(O)(=O)=O)=CC=1. The catalyst is C(#N)C.C(Cl)Cl. The product is [Cl:1][C:2]1[CH:3]=[CH:4][C:5]([O:15][CH2:16][C:17]2[CH:22]=[CH:21][CH:20]=[C:19]([F:23])[C:18]=2[F:24])=[C:6]([C:8]2[N:25]([C:26]3[CH:27]=[C:28]([CH:32]=[C:33]([Br:35])[CH:34]=3)[C:29]([OH:31])=[O:30])[C:11]([CH3:12])=[CH:10][CH:9]=2)[CH:7]=1. The yield is 0.210. (9) The reactants are [OH:1][C:2]1[CH:7]=[CH:6][C:5]([CH2:8][C:9]([OH:11])=[O:10])=[CH:4][CH:3]=1.OS(O)(=O)=O.[C:17]([O-])(O)=O.[Na+]. The catalyst is CO.O. The product is [OH:1][C:2]1[CH:3]=[CH:4][C:5]([CH2:8][C:9]([O:11][CH3:17])=[O:10])=[CH:6][CH:7]=1. The yield is 0.920.